This data is from Retrosynthesis with 50K atom-mapped reactions and 10 reaction types from USPTO. The task is: Predict the reactants needed to synthesize the given product. The reactants are: COc1ccc(C=O)cc1Cl.N=C(N)NN. Given the product COc1ccc(C=NNC(=N)N)cc1Cl, predict the reactants needed to synthesize it.